Dataset: Full USPTO retrosynthesis dataset with 1.9M reactions from patents (1976-2016). Task: Predict the reactants needed to synthesize the given product. (1) Given the product [C:1]([O:5][C:6]([N:8]1[CH2:9][CH2:10][CH:11]([C:14]([N:52]2[CH2:53][CH2:54][N:49]([CH3:48])[CH2:50][CH2:51]2)=[O:16])[CH2:12][CH2:13]1)=[O:7])([CH3:2])([CH3:3])[CH3:4], predict the reactants needed to synthesize it. The reactants are: [C:1]([O:5][C:6]([N:8]1[CH2:13][CH2:12][CH:11]([C:14]([OH:16])=O)[CH2:10][CH2:9]1)=[O:7])([CH3:4])([CH3:3])[CH3:2].C(N(CC)CC)C.CN(C(ON1N=NC2C=CC=CC1=2)=[N+](C)C)C.F[P-](F)(F)(F)(F)F.[CH3:48][N:49]1[CH2:54][CH2:53][NH:52][CH2:51][CH2:50]1. (2) Given the product [Cl:1][CH2:2][C:3]1[CH:12]=[CH:13][C:8]([CH:5]([CH3:7])[CH3:6])=[C:9]([O:16][C:17]([F:18])([F:19])[F:20])[CH:10]=1, predict the reactants needed to synthesize it. The reactants are: [Cl:1][CH2:2][CH2:3]Cl.[CH:5]([C:8]1[CH:13]=[CH:12]C(CO)=[CH:10][C:9]=1[O:16][C:17]([F:20])([F:19])[F:18])([CH3:7])[CH3:6].S(Cl)(Cl)=O. (3) Given the product [NH2:8][C:5]1[CH:6]=[CH:7][C:2]([F:1])=[CH:3][C:4]=1[NH:9][C:19]([NH:18][C:12]1[C:13]([Cl:17])=[CH:14][CH:15]=[CH:16][C:11]=1[Cl:10])=[S:20], predict the reactants needed to synthesize it. The reactants are: [F:1][C:2]1[CH:7]=[CH:6][C:5]([NH2:8])=[C:4]([NH2:9])[CH:3]=1.[Cl:10][C:11]1[CH:16]=[CH:15][CH:14]=[C:13]([Cl:17])[C:12]=1[N:18]=[C:19]=[S:20]. (4) Given the product [I:19][C:2]1[S:3][C:4]([C:13]([O:15][CH2:16][CH3:17])=[O:14])=[C:5]([C:7]2[CH:12]=[CH:11][CH:10]=[CH:9][CH:8]=2)[N:6]=1, predict the reactants needed to synthesize it. The reactants are: N[C:2]1[S:3][C:4]([C:13]([O:15][CH2:16][CH3:17])=[O:14])=[C:5]([C:7]2[CH:12]=[CH:11][CH:10]=[CH:9][CH:8]=2)[N:6]=1.C(I)[I:19].